From a dataset of Forward reaction prediction with 1.9M reactions from USPTO patents (1976-2016). Predict the product of the given reaction. (1) Given the reactants [F:1][C:2]1[CH:7]=[CH:6][C:5]([C:8]2[CH:12]=[C:11]([CH2:13][NH:14][C:15]3[C:20]([CH3:21])=[C:19]([CH3:22])[N:18]=[C:17]([N:23]([CH2:33][C:34]4[CH:39]=[CH:38][C:37]([O:40][CH3:41])=[CH:36][CH:35]=4)[CH2:24][C:25]4[CH:30]=[CH:29][C:28]([O:31][CH3:32])=[CH:27][CH:26]=4)[C:16]=3[NH2:42])[O:10][N:9]=2)=[CH:4][CH:3]=1.[C:43](OCC)(OCC)(OCC)[CH3:44].Cl, predict the reaction product. The product is: [F:1][C:2]1[CH:7]=[CH:6][C:5]([C:8]2[CH:12]=[C:11]([CH2:13][N:14]3[C:15]4[C:20]([CH3:21])=[C:19]([CH3:22])[N:18]=[C:17]([N:23]([CH2:24][C:25]5[CH:30]=[CH:29][C:28]([O:31][CH3:32])=[CH:27][CH:26]=5)[CH2:33][C:34]5[CH:35]=[CH:36][C:37]([O:40][CH3:41])=[CH:38][CH:39]=5)[C:16]=4[N:42]=[C:43]3[CH3:44])[O:10][N:9]=2)=[CH:4][CH:3]=1. (2) Given the reactants [C:1]([O:5][C:6]([N:8]([CH3:37])[C@@H:9]([CH3:36])[C:10]([NH:12][C@@H:13]([CH:30]1[CH2:35][CH2:34][O:33][CH2:32][CH2:31]1)[C:14]([N:16]1[C:20]2=[N:21][CH:22]=[CH:23][CH:24]=[C:19]2[CH2:18][C@H:17]1[C:25]([O:27]CC)=[O:26])=[O:15])=[O:11])=[O:7])([CH3:4])([CH3:3])[CH3:2].C1COCC1.[Li+].[OH-].OS([O-])(=O)=O.[K+], predict the reaction product. The product is: [C:1]([O:5][C:6]([N:8]([CH3:37])[C@@H:9]([CH3:36])[C:10]([NH:12][C@@H:13]([CH:30]1[CH2:35][CH2:34][O:33][CH2:32][CH2:31]1)[C:14]([N:16]1[C:20]2=[N:21][CH:22]=[CH:23][CH:24]=[C:19]2[CH2:18][C@H:17]1[C:25]([OH:27])=[O:26])=[O:15])=[O:11])=[O:7])([CH3:4])([CH3:3])[CH3:2]. (3) Given the reactants [OH-].[Na+:2].[O:3]=[C:4]1[NH:9][C:8]2[N:10]=[CH:11][C:12](/[CH:14]=[CH:15]/[C:16](=[O:28])[N:17]3[CH2:20][CH:19]([O:21][CH2:22][C:23]4[S:24][CH:25]=[CH:26][CH:27]=4)[CH2:18]3)=[CH:13][C:7]=2[CH2:6][N:5]1[CH2:29][C:30]([O:32]CC)=[O:31].O, predict the reaction product. The product is: [O:3]=[C:4]1[NH:9][C:8]2[N:10]=[CH:11][C:12](/[CH:14]=[CH:15]/[C:16](=[O:28])[N:17]3[CH2:20][CH:19]([O:21][CH2:22][C:23]4[S:24][CH:25]=[CH:26][CH:27]=4)[CH2:18]3)=[CH:13][C:7]=2[CH2:6][N:5]1[CH2:29][C:30]([O-:32])=[O:31].[Na+:2]. (4) Given the reactants [F:1][C:2]1[CH:3]=[C:4]2[CH:10]=[CH:9][NH:8][C:5]2=[N:6][CH:7]=1.[H-].[Na+].[C:13]1([CH3:23])[CH:18]=[CH:17][C:16]([S:19](Cl)(=[O:21])=[O:20])=[CH:15][CH:14]=1, predict the reaction product. The product is: [F:1][C:2]1[CH:3]=[C:4]2[CH:10]=[CH:9][N:8]([S:19]([C:16]3[CH:17]=[CH:18][C:13]([CH3:23])=[CH:14][CH:15]=3)(=[O:21])=[O:20])[C:5]2=[N:6][CH:7]=1. (5) Given the reactants Cl[C:2]1[CH:7]=[C:6]([C:8]2[S:9][C:10]3[C:11](=[O:20])[NH:12][CH2:13][C:14]([CH3:19])([CH3:18])[CH2:15][C:16]=3[N:17]=2)[CH:5]=[CH:4][N:3]=1.[NH2:21][C:22]1[CH:31]=[CH:30][C:25]([C:26]([NH:28][CH3:29])=[O:27])=[CH:24][CH:23]=1.CC([O-])(C)C.[Na+].C1(C2C=CC=CC=2)C=CC=CC=1.C(P(C(C)(C)C)C1C=CC=CC=1C1C=CC=CC=1)(C)(C)C, predict the reaction product. The product is: [CH3:18][C:14]1([CH3:19])[CH2:13][NH:12][C:11](=[O:20])[C:10]2[S:9][C:8]([C:6]3[CH:5]=[CH:4][N:3]=[C:2]([NH:21][C:22]4[CH:23]=[CH:24][C:25]([C:26]([NH:28][CH3:29])=[O:27])=[CH:30][CH:31]=4)[CH:7]=3)=[N:17][C:16]=2[CH2:15]1. (6) Given the reactants [OH:1][C:2]1[CH:16]=[CH:15][C:5]([C:6]([C:8]2[CH:13]=[CH:12][C:11]([OH:14])=[CH:10][CH:9]=2)=[O:7])=[CH:4][CH:3]=1.[CH2:17](O)[CH2:18][OH:19].C([O-])([O-])OC, predict the reaction product. The product is: [OH:1][C:2]1[CH:16]=[CH:15][C:5]([C:6]2([C:8]3[CH:13]=[CH:12][C:11]([OH:14])=[CH:10][CH:9]=3)[O:19][CH2:18][CH2:17][O:7]2)=[CH:4][CH:3]=1.[OH:1][C:2]1[CH:16]=[CH:15][C:5]([C:6]([C:8]2[CH:13]=[CH:12][C:11]([OH:14])=[CH:10][CH:9]=2)=[O:7])=[CH:4][CH:3]=1. (7) Given the reactants [Cl:1][C:2]1[CH:10]=[C:9]2[C:5]([CH2:6][CH2:7][C:8]2=[O:11])=[CH:4][CH:3]=1.[BH4-].[Na+], predict the reaction product. The product is: [Cl:1][C:2]1[CH:10]=[C:9]2[C:5]([CH2:6][CH2:7][CH:8]2[OH:11])=[CH:4][CH:3]=1. (8) Given the reactants [CH2:1]([N:7]1[CH2:12][CH2:11][C:10]([CH3:33])([C:13]2[CH:18]=[CH:17][CH:16]=[C:15]([N:19]=C(C3C=CC=CC=3)C3C=CC=CC=3)[CH:14]=2)[CH2:9][CH2:8]1)[CH2:2][CH2:3][CH2:4][CH2:5][CH3:6].Cl, predict the reaction product. The product is: [NH2:19][C:15]1[CH:14]=[C:13]([C:10]2([CH3:33])[CH2:11][CH2:12][N:7]([CH2:1][CH2:2][CH2:3][CH2:4][CH2:5][CH3:6])[CH2:8][CH2:9]2)[CH:18]=[CH:17][CH:16]=1. (9) Given the reactants [C:1]([O:5][C:6](=[O:21])[CH2:7][C@@H:8]([CH2:12][CH2:13][CH2:14][CH:15]1[CH2:20][CH2:19][CH2:18][CH2:17][CH2:16]1)[C:9]([OH:11])=O)([CH3:4])([CH3:3])[CH3:2].C(N1C=CN=C1)(N1C=CN=C1)=O.O[NH:35][C:36](=[NH:38])[CH3:37], predict the reaction product. The product is: [CH:15]1([CH2:14][CH2:13][CH2:12][C@@H:8]([C:9]2[O:11][N:38]=[C:36]([CH3:37])[N:35]=2)[CH2:7][C:6]([O:5][C:1]([CH3:2])([CH3:3])[CH3:4])=[O:21])[CH2:20][CH2:19][CH2:18][CH2:17][CH2:16]1. (10) The product is: [F:11][C:10]1[C:5]([NH:2][NH2:3])=[N:6][CH:7]=[C:8]([C:12]([F:15])([F:14])[F:13])[CH:9]=1. Given the reactants O.[NH2:2][NH2:3].F[C:5]1[C:10]([F:11])=[CH:9][C:8]([C:12]([F:15])([F:14])[F:13])=[CH:7][N:6]=1.O, predict the reaction product.